This data is from Catalyst prediction with 721,799 reactions and 888 catalyst types from USPTO. The task is: Predict which catalyst facilitates the given reaction. (1) Reactant: [Cl:1][C:2]1[CH:3]=[C:4]([CH:8]([C:10]2[CH:14]=[C:13]([CH:15]3[O:19][CH2:18][CH2:17][O:16]3)[S:12][CH:11]=2)[OH:9])[CH:5]=[CH:6][CH:7]=1.[CH3:20][C:21]([Si:24](Cl)([CH3:26])[CH3:25])([CH3:23])[CH3:22].N1C=CN=C1. Product: [C:21]([Si:24]([O:9][CH:8]([C:4]1[CH:5]=[CH:6][CH:7]=[C:2]([Cl:1])[CH:3]=1)[C:10]1[CH:14]=[C:13]([CH:15]2[O:19][CH2:18][CH2:17][O:16]2)[S:12][CH:11]=1)([CH3:26])[CH3:25])([CH3:23])([CH3:22])[CH3:20]. The catalyst class is: 3. (2) Reactant: C[O:2][C:3](=[O:43])[C:4]1[CH:9]=[CH:8][C:7]([CH2:10][CH:11]([C:25](=[O:42])[N:26]([C:33]2[O:41][C:37]3=[CH:38][CH:39]=[CH:40][C:36]3=[CH:35][CH:34]=2)[C:27]2[CH:32]=[CH:31][CH:30]=[CH:29][CH:28]=2)[CH2:12][C:13]2[CH:18]=[CH:17][C:16]([C:19]3[CH2:24][CH2:23][CH2:22][CH2:21][CH:20]=3)=[CH:15][CH:14]=2)=[CH:6][CH:5]=1.[OH-].[Li+]. Product: [O:41]1[C:37]2=[CH:38][CH:39]=[CH:40][C:36]2=[CH:35][CH:34]=[C:33]1[N:26]([C:27]1[CH:32]=[CH:31][CH:30]=[CH:29][CH:28]=1)[C:25]([CH:11]([CH2:12][C:13]1[CH:14]=[CH:15][C:16]([C:19]2[CH2:24][CH2:23][CH2:22][CH2:21][CH:20]=2)=[CH:17][CH:18]=1)[CH2:10][C:7]1[CH:8]=[CH:9][C:4]([C:3]([OH:43])=[O:2])=[CH:5][CH:6]=1)=[O:42]. The catalyst class is: 87. (3) Product: [CH2:1]([C:3]1[N:7]([C:8]2[N:16]=[C:15]3[C:11]([N:12]=[C:13]([CH2:18][N:40]4[CH2:39][CH2:38][CH:37]([N:31]([CH3:30])[CH:32]5[CH2:36][CH2:35][O:34][CH2:33]5)[CH2:42][CH2:41]4)[N:14]3[CH3:17])=[C:10]([N:20]3[CH2:25][CH2:24][O:23][CH2:22][CH2:21]3)[N:9]=2)[C:6]2[CH:26]=[CH:27][CH:28]=[CH:29][C:5]=2[N:4]=1)[CH3:2]. The catalyst class is: 26. Reactant: [CH2:1]([C:3]1[N:7]([C:8]2[N:16]=[C:15]3[C:11]([N:12]=[C:13]([CH:18]=O)[N:14]3[CH3:17])=[C:10]([N:20]3[CH2:25][CH2:24][O:23][CH2:22][CH2:21]3)[N:9]=2)[C:6]2[CH:26]=[CH:27][CH:28]=[CH:29][C:5]=2[N:4]=1)[CH3:2].[CH3:30][N:31]([CH:37]1[CH2:42][CH2:41][NH:40][CH2:39][CH2:38]1)[CH:32]1[CH2:36][CH2:35][O:34][CH2:33]1.C(O[BH-](OC(=O)C)OC(=O)C)(=O)C.[Na+]. (4) Reactant: [NH2:1][C:2]1[N:11]=[CH:10][C:9]2[CH2:8][C:7]([CH3:13])([CH3:12])[C:6]3[C:14]([C:18]([O:20]CC)=[O:19])=[N:15][N:16]([CH3:17])[C:5]=3[C:4]=2[N:3]=1.[OH-].[K+:24]. Product: [K+:24].[NH2:1][C:2]1[N:11]=[CH:10][C:9]2[CH2:8][C:7]([CH3:13])([CH3:12])[C:6]3[C:14]([C:18]([O-:20])=[O:19])=[N:15][N:16]([CH3:17])[C:5]=3[C:4]=2[N:3]=1. The catalyst class is: 8. (5) Reactant: [CH3:1][CH2:2][N:3]([CH2:6][CH2:7][NH:8][C:9]([C:11]1[C:12]([CH3:29])=[C:13](/[CH:17]=[C:18]2/[C:19]3[CH:20]=[C:21]([F:28])[CH:22]=[CH:23][C:24]=3[NH:25][C:26]/2=[O:27])[NH:14][C:15]=1[CH3:16])=[O:10])[CH2:4][CH3:5].[C:30]([OH:36])(=[O:35])[CH2:31][C:32]([OH:34])=[O:33]. Product: [CH3:1][CH2:2][N:3]([CH2:6][CH2:7][NH:8][C:9]([C:11]1[C:12]([CH3:29])=[C:13](/[CH:17]=[C:18]2/[C:19]3[CH:20]=[C:21]([F:28])[CH:22]=[CH:23][C:24]=3[NH:25][C:26]/2=[O:27])[NH:14][C:15]=1[CH3:16])=[O:10])[CH2:4][CH3:5].[C:30]([O-:36])(=[O:35])[CH2:31][C:32]([O-:34])=[O:33]. The catalyst class is: 138. (6) Reactant: [Cl:1][C:2]1[CH:7]=[C:6]([C:8]2[CH:13]=[N:12][CH:11]=[C:10]([CH3:14])[N:9]=2)[CH:5]=[CH:4][C:3]=1[C:15]1[C:27](=[O:28])[N:26]([CH2:29][CH2:30][CH2:31][C:32]([NH2:34])=[O:33])[C:18]2[N:19]=[C:20](S(C)=O)[N:21]=[CH:22][C:17]=2[CH:16]=1.CN.C[CH2:38][N:39](C(C)C)C(C)C. Product: [Cl:1][C:2]1[CH:7]=[C:6]([C:8]2[CH:13]=[N:12][CH:11]=[C:10]([CH3:14])[N:9]=2)[CH:5]=[CH:4][C:3]=1[C:15]1[C:27](=[O:28])[N:26]([CH2:29][CH2:30][CH2:31][C:32]([NH2:34])=[O:33])[C:18]2[N:19]=[C:20]([NH:39][CH3:38])[N:21]=[CH:22][C:17]=2[CH:16]=1. The catalyst class is: 1. (7) The catalyst class is: 63. Product: [NH2:1][C:4]1[CH:5]=[CH:6][C:7]([O:8][CH2:9][C:10]2[N:14]([CH2:15][CH2:16][CH2:17][CH:18]3[CH2:23][CH2:22][CH2:21][N:20]([C:24]([O:26][C:27]([CH3:29])([CH3:30])[CH3:28])=[O:25])[CH2:19]3)[C:13]3[CH:31]=[CH:32][CH:33]=[C:34]([CH3:35])[C:12]=3[N:11]=2)=[CH:36][CH:37]=1. Reactant: [N+:1]([C:4]1[CH:37]=[CH:36][C:7]([O:8][CH2:9][C:10]2[N:14]([CH2:15][CH2:16][CH2:17][CH:18]3[CH2:23][CH2:22][CH2:21][N:20]([C:24]([O:26][C:27]([CH3:30])([CH3:29])[CH3:28])=[O:25])[CH2:19]3)[C:13]3[CH:31]=[CH:32][CH:33]=[C:34]([CH3:35])[C:12]=3[N:11]=2)=[CH:6][CH:5]=1)([O-])=O. (8) Reactant: [CH3:1][CH:2]([CH3:18])[CH:3]=[C:4]([C:9]1[CH:14]=[CH:13][CH:12]=[CH:11][C:10]=1[N+:15]([O-])=O)[C:5]([F:8])([F:7])[F:6]. Product: [CH3:1][CH:2]([CH3:18])[CH2:3][CH:4]([C:9]1[CH:14]=[CH:13][CH:12]=[CH:11][C:10]=1[NH2:15])[C:5]([F:6])([F:7])[F:8]. The catalyst class is: 94. (9) Reactant: [Li]CCCC.Br[C:7]1[N:11]([CH3:12])[C:10]([CH3:13])=[N:9][CH:8]=1.[Cl:14][C:15]1[C:24]2[C:19](=[CH:20][CH:21]=[C:22]([CH:25]([C:27]3[N:31]([CH3:32])[C:30]([CH3:33])=[N:29][CH:28]=3)[OH:26])[CH:23]=2)[N:18]=[C:17]([O:34][CH3:35])[C:16]=1[CH2:36][C:37]1[CH:38]=[N:39][C:40]([C:43]([F:46])([F:45])[F:44])=[CH:41][CH:42]=1. The catalyst class is: 1. Product: [Cl:14][C:15]1[C:24]2[C:19](=[CH:20][CH:21]=[C:22]([C:25]([C:27]3[N:31]([CH3:32])[C:30]([CH3:33])=[N:29][CH:28]=3)([C:7]3[N:11]([CH3:12])[C:10]([CH3:13])=[N:9][CH:8]=3)[OH:26])[CH:23]=2)[N:18]=[C:17]([O:34][CH3:35])[C:16]=1[CH2:36][C:37]1[CH:38]=[N:39][C:40]([C:43]([F:44])([F:45])[F:46])=[CH:41][CH:42]=1. (10) Reactant: [H-].[Na+].[N+:3]([C:6]1[CH:11]=[CH:10][N:9]=[C:8]2[NH:12][CH:13]=[CH:14][C:7]=12)([O-:5])=[O:4].[CH3:15]I. Product: [CH3:15][N:12]1[C:8]2=[N:9][CH:10]=[CH:11][C:6]([N+:3]([O-:5])=[O:4])=[C:7]2[CH:14]=[CH:13]1. The catalyst class is: 44.